This data is from Full USPTO retrosynthesis dataset with 1.9M reactions from patents (1976-2016). The task is: Predict the reactants needed to synthesize the given product. (1) Given the product [OH:18][C:15]1[CH:16]=[CH:17][C:12](/[N:11]=[CH:5]/[C:4]2[CH:7]=[C:8]([OH:10])[CH:9]=[C:2]([OH:1])[CH:3]=2)=[CH:13][CH:14]=1, predict the reactants needed to synthesize it. The reactants are: [OH:1][C:2]1[CH:3]=[C:4]([CH:7]=[C:8]([OH:10])[CH:9]=1)[CH:5]=O.[NH2:11][C:12]1[CH:17]=[CH:16][C:15]([OH:18])=[CH:14][CH:13]=1.S([O-])([O-])(=O)=O.[Na+].[Na+]. (2) Given the product [C:18]([O:21][CH2:22][CH2:23][O:11][C:4]1[CH:3]=[C:2]([Cl:1])[CH:9]=[C:8]([Cl:10])[C:5]=1[CH:6]=[O:7])(=[O:20])[CH3:19], predict the reactants needed to synthesize it. The reactants are: [Cl:1][C:2]1[CH:3]=[C:4]([OH:11])[C:5](=[C:8]([Cl:10])[CH:9]=1)[CH:6]=[O:7].C([O-])([O-])=O.[Cs+].[Cs+].[C:18]([O:21][CH2:22][CH2:23]Br)(=[O:20])[CH3:19]. (3) The reactants are: [F:1][C:2]([F:10])([F:9])[C:3]([CH2:5][C:6](=O)[CH3:7])=O.[NH2:11][NH2:12]. Given the product [CH3:7][C:6]1[NH:12][N:11]=[C:3]([C:2]([F:10])([F:9])[F:1])[CH:5]=1, predict the reactants needed to synthesize it. (4) Given the product [CH2:1]([N:3]1[C:7]2=[N:8][C:9]([CH2:24][CH3:25])=[C:10]([CH2:19][OH:20])[C:11]([NH:12][CH:13]3[CH2:14][CH2:15][O:16][CH2:17][CH2:18]3)=[C:6]2[CH:5]=[N:4]1)[CH3:2], predict the reactants needed to synthesize it. The reactants are: [CH2:1]([N:3]1[C:7]2=[N:8][C:9]([CH2:24][CH3:25])=[C:10]([C:19](OCC)=[O:20])[C:11]([NH:12][CH:13]3[CH2:18][CH2:17][O:16][CH2:15][CH2:14]3)=[C:6]2[CH:5]=[N:4]1)[CH3:2].CO.[BH4-].[Li+].O. (5) Given the product [C:1]([O:5][C:6]([N:8]1[CH2:13][C@@H:12]([C:14](=[O:37])[NH:15][CH2:16][C:17]2([CH2:31][CH2:32][CH2:33][CH2:34][O:35][CH3:36])[C:18]3[CH:19]=[CH:20][CH:21]=[CH:22][C:23]=3[O:24][C:29]3[C:30]2=[CH:25][CH:26]=[CH:27][CH:28]=3)[CH2:11][C@@H:10]([C:38](=[O:40])[N:48]([CH2:47][CH:41]2[CH2:46][CH2:45][CH2:44][CH2:43][CH2:42]2)[CH2:49][CH3:50])[CH2:9]1)=[O:7])([CH3:3])([CH3:4])[CH3:2], predict the reactants needed to synthesize it. The reactants are: [C:1]([O:5][C:6]([N:8]1[CH2:13][C@@H:12]([C:14](=[O:37])[NH:15][CH2:16][C:17]2([CH2:31][CH2:32][CH2:33][CH2:34][O:35][CH3:36])[C:30]3[CH:29]=[CH:28][CH:27]=[CH:26][C:25]=3[O:24][C:23]3[C:18]2=[CH:19][CH:20]=[CH:21][CH:22]=3)[CH2:11][C@@H:10]([C:38]([OH:40])=O)[CH2:9]1)=[O:7])([CH3:4])([CH3:3])[CH3:2].[CH:41]1([CH2:47][NH2:48])[CH2:46][CH2:45][CH2:44][CH2:43][CH2:42]1.[CH2:49](N(CC)CC)[CH3:50]. (6) Given the product [C:1]([O:5][C:6](=[O:22])[C:7]([CH3:21])([CH3:20])[CH2:8][CH2:9][CH2:10][CH2:11][OH:12])([CH3:4])([CH3:2])[CH3:3], predict the reactants needed to synthesize it. The reactants are: [C:1]([O:5][C:6](=[O:22])[C:7]([CH3:21])([CH3:20])[CH2:8][CH2:9][CH2:10][CH2:11][O:12]CC1C=CC=CC=1)([CH3:4])([CH3:3])[CH3:2].[H][H]. (7) Given the product [F:1][C:2]([F:8])([F:7])[C:3]([NH2:12])=[O:4].[CH2:9]([CH2:11][NH2:12])[OH:10], predict the reactants needed to synthesize it. The reactants are: [F:1][C:2]([F:8])([F:7])[C:3](OC)=[O:4].[CH2:9]([CH2:11][NH2:12])[OH:10].C1C=C2C(C(O)(O)C(=O)C2=CC=1)=O.